This data is from Cav3 T-type calcium channel HTS with 100,875 compounds. The task is: Binary Classification. Given a drug SMILES string, predict its activity (active/inactive) in a high-throughput screening assay against a specified biological target. (1) The compound is O=C(N1CCN(C2CCCCC2)CC1)C(n1cccc1)Cc1ccccc1. The result is 0 (inactive). (2) The result is 0 (inactive). The compound is Brc1ccc(OCc2oc(NCCN3CCOCC3)c(n2)C#N)cc1. (3) The compound is s1cc(n(CC(OCC(=O)NCc2occc2)=O)c1=S)c1ccc(cc1)C. The result is 0 (inactive). (4) The compound is S(=O)(=O)(N1CC(CCC1)C(=O)Nc1c(OC)cc(OC)cc1)c1cc2oc(=O)n(c2cc1)C. The result is 0 (inactive). (5) The compound is S(=O)(=O)(N1CCN(S(=O)(=O)c2ccccc2)CC1)N1CCCCC1. The result is 0 (inactive). (6) The drug is O=C1c2c(c(c(nc2c2c1cccc2)C)C(OCC)=O)c1c(OC)ccc(OC)c1. The result is 0 (inactive). (7) The compound is O=C1N(CCC2C1C(CC=C2)C(=O)Nc1ccc(OC)cc1)Cc1ccccc1. The result is 0 (inactive).